From a dataset of Reaction yield outcomes from USPTO patents with 853,638 reactions. Predict the reaction yield, written as a fraction of the theoretical maximum amount of product (1.0 means a 100% yield; for example, 0.34 means a 34% yield). (1) The reactants are [CH2:1]([O:3][C:4]([C:6]1[NH:19][C:9]2=[N:10][CH:11]=[C:12]([O:14][CH2:15][CH2:16][CH2:17]Cl)[CH:13]=[C:8]2[CH:7]=1)=[O:5])[CH3:2].C(=O)([O-])[O-].[K+].[K+].[I-].[K+].[NH:28]1[CH2:33][CH2:32][CH2:31][CH2:30][CH2:29]1. No catalyst specified. The product is [CH2:1]([O:3][C:4]([C:6]1[NH:19][C:9]2=[N:10][CH:11]=[C:12]([O:14][CH2:15][CH2:16][CH2:17][N:28]3[CH2:33][CH2:32][CH2:31][CH2:30][CH2:29]3)[CH:13]=[C:8]2[CH:7]=1)=[O:5])[CH3:2]. The yield is 0.680. (2) The reactants are [NH2:1][CH2:2][CH:3]1[CH2:8][CH2:7][N:6]([CH3:9])[CH2:5][CH2:4]1.[CH2:10]([S:12]([C:15]1[CH:16]=[C:17]([C:21]2[C:26]3[C:27]4[CH:33]=[C:32]([CH3:34])[CH:31]=[N:30][C:28]=4[NH:29][C:25]=3[C:24](NCCCN(C)C)=[N:23][CH:22]=2)[CH:18]=[CH:19][CH:20]=1)(=[O:14])=[O:13])[CH3:11]. No catalyst specified. The product is [CH2:10]([S:12]([C:15]1[CH:16]=[C:17]([C:21]2[C:26]3[C:27]4[CH:33]=[C:32]([CH3:34])[CH:31]=[N:30][C:28]=4[NH:29][C:25]=3[C:24]([NH:1][CH2:2][CH:3]3[CH2:8][CH2:7][N:6]([CH3:9])[CH2:5][CH2:4]3)=[N:23][CH:22]=2)[CH:18]=[CH:19][CH:20]=1)(=[O:13])=[O:14])[CH3:11]. The yield is 0.550. (3) The reactants are [CH3:1][N:2]([S:13]([C:16]1[CH:21]=[CH:20][C:19]([O:22][CH2:23][C:24]2[CH:33]=[CH:32][C:31]3[C:26](=[CH:27][CH:28]=[CH:29][CH:30]=3)[N:25]=2)=[CH:18][CH:17]=1)(=[O:15])=[O:14])[CH:3]1[CH:8]2[CH2:9][CH:5]([CH2:6][CH2:7]2)[CH:4]1[C:10](O)=[O:11].CCN=C=NCCCN(C)C.C1C=CC2[N:53]([OH:54])N=NC=2C=1.NO. The catalyst is CN(C=O)C.C(OCC)(=O)C. The product is [OH:54][NH:53][C:10]([C@@H:4]1[C@H:3]([N:2]([CH3:1])[S:13]([C:16]2[CH:17]=[CH:18][C:19]([O:22][CH2:23][C:24]3[CH:33]=[CH:32][C:31]4[C:26](=[CH:27][CH:28]=[CH:29][CH:30]=4)[N:25]=3)=[CH:20][CH:21]=2)(=[O:14])=[O:15])[C@@H:8]2[CH2:9][C@H:5]1[CH2:6][CH2:7]2)=[O:11]. The yield is 0.500. (4) The reactants are [CH:1]1([N:7]2[CH2:11][CH2:10][C:9]([CH2:15][C:16]3[CH:21]=[CH:20][CH:19]=[CH:18][C:17]=3[N+:22]([O-:24])=[O:23])(C(O)=O)[C:8]2=[O:25])[CH2:6][CH2:5][CH2:4][CH2:3][CH2:2]1. The product is [CH:1]1([N:7]2[CH2:11][CH2:10][CH:9]([CH2:15][C:16]3[CH:21]=[CH:20][CH:19]=[CH:18][C:17]=3[N+:22]([O-:24])=[O:23])[C:8]2=[O:25])[CH2:2][CH2:3][CH2:4][CH2:5][CH2:6]1. The catalyst is O1CCOCC1. The yield is 0.410. (5) The reactants are [NH2:1][C:2]1[C:3](=[O:9])[NH:4][C:5](=[O:8])[NH:6][CH:7]=1.[C:10]([C:16]([O:18][CH3:19])=[O:17])#[C:11][C:12]([O:14][CH3:15])=[O:13]. The catalyst is CO. The product is [O:8]=[C:5]1[NH:4][C:3](=[O:9])[C:2]([NH:1]/[C:11](=[CH:10]/[C:16]([O:18][CH3:19])=[O:17])/[C:12]([O:14][CH3:15])=[O:13])=[CH:7][NH:6]1. The yield is 0.740. (6) The reactants are [C:1]([C:3]1[S:4][C:5]2[C:11]([C:12]#[N:13])=[C:10](/[N:14]=[CH:15]/[N:16](C)C)[CH:9]=[CH:8][C:6]=2[N:7]=1)#[N:2].[CH3:19][O:20][C:21]1[CH:27]=[C:26]([O:28][CH3:29])[CH:25]=[CH:24][C:22]=1N.[K+].[Br-]. The catalyst is C(Cl)Cl.CCOC(C)=O. The product is [CH3:19][O:20][C:21]1[CH:27]=[C:26]([O:28][CH3:29])[CH:25]=[CH:24][C:22]=1[NH:13][C:12]1[C:11]2[C:10](=[CH:9][CH:8]=[C:6]3[N:7]=[C:3]([C:1]#[N:2])[S:4][C:5]3=2)[N:14]=[CH:15][N:16]=1. The yield is 0.590.